Dataset: Full USPTO retrosynthesis dataset with 1.9M reactions from patents (1976-2016). Task: Predict the reactants needed to synthesize the given product. (1) Given the product [O:12]=[C:8]1[CH:7]=[C:6]([C:13]([F:16])([F:14])[F:15])[C:5]2[C:10](=[CH:11][C:2]([O:1][CH2:18][CH2:19][NH:20][C:21](=[O:27])[O:22][C:23]([CH3:26])([CH3:25])[CH3:24])=[CH:3][CH:4]=2)[O:9]1, predict the reactants needed to synthesize it. The reactants are: [OH:1][C:2]1[CH:11]=[C:10]2[C:5]([C:6]([C:13]([F:16])([F:15])[F:14])=[CH:7][C:8](=[O:12])[O:9]2)=[CH:4][CH:3]=1.Br[CH2:18][CH2:19][NH:20][C:21](=[O:27])[O:22][C:23]([CH3:26])([CH3:25])[CH3:24].C([O-])([O-])=O.[K+].[K+].C([O-])(O)=O.[Na+]. (2) Given the product [CH2:1]([O:3][C:4]([C:6]1[N:7]([CH2:15][C:16]2[CH:21]=[CH:20][CH:19]=[CH:18][CH:17]=2)[C:8](=[O:14])[CH:9]=[CH:10][C:11]=1[CH2:12][N:26]([CH2:25][C:24]([O:23][CH3:22])=[O:37])[S:27]([C:30]1[CH:31]=[CH:32][C:33]([CH3:36])=[CH:34][CH:35]=1)(=[O:29])=[O:28])=[O:5])[CH3:2], predict the reactants needed to synthesize it. The reactants are: [CH2:1]([O:3][C:4]([C:6]1[N:7]([CH2:15][C:16]2[CH:21]=[CH:20][CH:19]=[CH:18][CH:17]=2)[C:8](=[O:14])[CH:9]=[CH:10][C:11]=1[CH2:12]Br)=[O:5])[CH3:2].[CH3:22][O:23][C:24](=[O:37])[CH2:25][NH:26][S:27]([C:30]1[CH:35]=[CH:34][C:33]([CH3:36])=[CH:32][CH:31]=1)(=[O:29])=[O:28].[I-].[Na+].C(=O)([O-])[O-].[K+].[K+]. (3) The reactants are: [F:1][C:2]([F:34])([F:33])[C:3]([NH:5][C:6]1[CH:11]=[CH:10][C:9]([S:12](=[O:25])(=[O:24])[NH:13][C:14]2[CH:15]=[CH:16][C:17]3[CH2:21][O:20][B:19]([OH:22])[C:18]=3[CH:23]=2)=[C:8](/[CH:26]=[C:27]2\[C:28](=[O:32])[O:29][CH2:30][CH2:31]\2)[CH:7]=1)=[O:4]. Given the product [F:34][C:2]([F:1])([F:33])[C:3]([NH:5][C:6]1[CH:11]=[CH:10][C:9]([S:12](=[O:25])(=[O:24])[NH:13][C:14]2[CH:15]=[CH:16][C:17]3[CH2:21][O:20][B:19]([OH:22])[C:18]=3[CH:23]=2)=[C:8]([CH2:26][CH:27]2[CH2:31][CH2:30][O:29][C:28]2=[O:32])[CH:7]=1)=[O:4], predict the reactants needed to synthesize it.